This data is from Reaction yield outcomes from USPTO patents with 853,638 reactions. The task is: Predict the reaction yield, written as a fraction of the theoretical maximum amount of product (1.0 means a 100% yield; for example, 0.34 means a 34% yield). (1) The reactants are C[O:2][C:3](=[O:38])[CH:4]([C:10]1[CH:11]=[C:12]([C:29]2[CH:34]=[CH:33][CH:32]=[C:31]([N+:35]([O-:37])=[O:36])[CH:30]=2)[C:13]([OH:28])=[C:14]([C:16]2[NH:17][C:18]3[C:23]([CH:24]=2)=[CH:22][C:21]([C:25](=[NH:27])[NH2:26])=[CH:20][CH:19]=3)[CH:15]=1)[CH2:5][C:6]([O:8]C)=[O:7].Cl. The catalyst is C(#N)C. The product is [C:25]([C:21]1[CH:22]=[C:23]2[C:18](=[CH:19][CH:20]=1)[NH:17][C:16]([C:14]1[CH:15]=[C:10]([CH:4]([CH2:5][C:6]([OH:8])=[O:7])[C:3]([OH:38])=[O:2])[CH:11]=[C:12]([C:29]3[CH:34]=[CH:33][CH:32]=[C:31]([N+:35]([O-:37])=[O:36])[CH:30]=3)[C:13]=1[OH:28])=[CH:24]2)(=[NH:26])[NH2:27]. The yield is 0.330. (2) The reactants are [NH2:1][CH2:2][CH2:3][S:4][CH2:5][CH2:6][CH2:7][N:8]1[CH:12]=[C:11]([C:13]2[N:18]=[C:17]([C:19]([NH:21][C:22]3[C:23]([C:33]([O-:35])=O)=[N:24][N:25](C4CCOCC4)[CH:26]=3)=[O:20])[CH:16]=[CH:15][CH:14]=2)[CH:10]=[N:9]1.[Li+].F[P-](F)(F)(F)(F)F.N1(O[P+](N(C)C)(N(C)C)N(C)C)[C:48]2[CH:49]=[CH:50][CH:51]=C[C:47]=2N=N1.C(N(C(C)C)C(C)C)C.CN(C=[O:77])C. No catalyst specified. The product is [O:77]1[CH2:51][CH2:50][CH:49]([CH:7]2[CH2:6][CH2:5][S:4][CH2:3][CH2:2][NH:1][C:33](=[O:35])[C:23]3[C:22](=[CH:26][NH:25][N:24]=3)[NH:21][C:19](=[O:20])[C:17]3=[N:18][C:13](=[CH:14][CH:15]=[CH:16]3)[C:11]3=[CH:12][N:8]2[N:9]=[CH:10]3)[CH2:48][CH2:47]1. The yield is 0.200. (3) The reactants are [CH3:1][O:2][C:3]1[CH:4]=[C:5]([CH:11]=[CH:12][CH:13]=1)[CH:6]=[CH:7][C:8]([OH:10])=O.[O:14]1[C:18]2[CH:19]=[CH:20][C:21]([CH:23]([NH2:25])[CH3:24])=[CH:22][C:17]=2[O:16][CH2:15]1.CCN=C=NCCCN(C)C.Cl.C(N(CC)CC)C. The catalyst is CN(C1C=CN=CC=1)C.C(Cl)Cl.O. The product is [O:14]1[C:18]2[CH:19]=[CH:20][C:21]([CH:23]([NH:25][C:8](=[O:10])[CH:7]=[CH:6][C:5]3[CH:11]=[CH:12][CH:13]=[C:3]([O:2][CH3:1])[CH:4]=3)[CH3:24])=[CH:22][C:17]=2[O:16][CH2:15]1. The yield is 0.780.